From a dataset of Forward reaction prediction with 1.9M reactions from USPTO patents (1976-2016). Predict the product of the given reaction. (1) Given the reactants Br[C:2]1[CH:3]=[C:4]([C:8]2[N:13]=[C:12]([C:14]3[CH:19]=[CH:18][CH:17]=[CH:16][CH:15]=3)[CH:11]=[C:10]([C:20]3[CH:25]=[CH:24][CH:23]=[CH:22][CH:21]=3)[N:9]=2)[CH:5]=[CH:6][CH:7]=1.CC1(C)C(C)(C)OB([C:34]2[CH:50]=[CH:49][C:37]3[N:38]=[C:39]4[C:48]5[CH:47]=[CH:46][CH:45]=[CH:44][C:43]=5[CH:42]=[CH:41][N:40]4[C:36]=3[CH:35]=2)O1.C([O-])([O-])=O.[K+].[K+], predict the reaction product. The product is: [C:4]1([C:8]2[N:13]=[C:12]([C:14]3[CH:19]=[C:18]([C:34]4[CH:50]=[CH:49][C:37]5[N:38]=[C:39]6[C:48]7[CH:47]=[CH:46][CH:45]=[CH:44][C:43]=7[CH:42]=[CH:41][N:40]6[C:36]=5[CH:35]=4)[CH:17]=[CH:16][CH:15]=3)[CH:11]=[C:10]([C:20]3[CH:25]=[CH:24][CH:23]=[CH:22][CH:21]=3)[N:9]=2)[CH:5]=[CH:6][CH:7]=[CH:2][CH:3]=1. (2) Given the reactants [Cl:1][C:2]1[CH:3]=[CH:4][C:5]2[O:9][C:8]([NH:10][C:11](=[O:18])OCC(Cl)(Cl)Cl)=[N:7][C:6]=2[CH:19]=1.[C:20]1([C:26]2[N:30]=[C:29]([N:31]3[CH2:36][CH2:35][NH:34][CH2:33][CH2:32]3)[S:28][N:27]=2)[CH:25]=[CH:24][CH:23]=[CH:22][CH:21]=1.C(N(C(C)C)CC)(C)C.O, predict the reaction product. The product is: [Cl:1][C:2]1[CH:3]=[CH:4][C:5]2[O:9][C:8]([NH:10][C:11]([N:34]3[CH2:35][CH2:36][N:31]([C:29]4[S:28][N:27]=[C:26]([C:20]5[CH:25]=[CH:24][CH:23]=[CH:22][CH:21]=5)[N:30]=4)[CH2:32][CH2:33]3)=[O:18])=[N:7][C:6]=2[CH:19]=1. (3) Given the reactants O.O.[Sn](Cl)(Cl)(Cl)Cl.Cl.[C:9]([C:11]1[C:16](=[S:17])[NH:15][C:14]([C:18]2[CH:23]=[CH:22][C:21]([O:24][CH3:25])=[CH:20][CH:19]=2)=[C:13]([C:26]([O:28]CC)=O)[C:12]=1[C:31]1[CH:36]=[CH:35][CH:34]=[CH:33][C:32]=1[N+:37]([O-:39])=O)#[N:10].[CH2:40](O)C, predict the reaction product. The product is: [OH:39][N:37]1[C:32]2[CH:33]=[CH:34][CH:35]=[CH:36][C:31]=2[C:12]2[C:11]([C:9]#[N:10])=[C:16]([S:17][CH3:40])[N:15]=[C:14]([C:18]3[CH:23]=[CH:22][C:21]([O:24][CH3:25])=[CH:20][CH:19]=3)[C:13]=2[C:26]1=[O:28]. (4) Given the reactants [C@@H:1]12[CH2:7][CH:4]([CH:5]=[CH:6]1)[C:3](=O)[NH:2]2.[H-].[Al+3].[Li+].[H-].[H-].[H-].O.[CH3:16][C:17]([O:20][C:21](O[C:21]([O:20][C:17]([CH3:19])([CH3:18])[CH3:16])=[O:22])=[O:22])([CH3:19])[CH3:18], predict the reaction product. The product is: [C@@H:1]12[CH2:7][C@@H:4]([CH:5]=[CH:6]1)[CH2:3][N:2]2[C:21]([O:20][C:17]([CH3:19])([CH3:18])[CH3:16])=[O:22]. (5) Given the reactants C(OC([N:8]1[CH2:13][CH2:12][CH2:11][C@H:10]([C:14]2[O:18][N:17]=[C:16]([C:19]3[NH:20][CH:21]=[C:22]([CH3:24])[CH:23]=3)[N:15]=2)[CH2:9]1)=O)(C)(C)C.[C:25]([OH:31])([C:27]([F:30])([F:29])[F:28])=[O:26], predict the reaction product. The product is: [F:28][C:27]([F:30])([F:29])[C:25]([OH:31])=[O:26].[CH3:24][C:22]1[CH:23]=[C:19]([C:16]2[N:15]=[C:14]([C@H:10]3[CH2:11][CH2:12][CH2:13][NH:8][CH2:9]3)[O:18][N:17]=2)[NH:20][CH:21]=1.